From a dataset of TCR-epitope binding with 47,182 pairs between 192 epitopes and 23,139 TCRs. Binary Classification. Given a T-cell receptor sequence (or CDR3 region) and an epitope sequence, predict whether binding occurs between them. The epitope is FVDGVPFVV. The TCR CDR3 sequence is CASSPRLHTEAFF. Result: 1 (the TCR binds to the epitope).